The task is: Predict the reaction yield, written as a fraction of the theoretical maximum amount of product (1.0 means a 100% yield; for example, 0.34 means a 34% yield).. This data is from Reaction yield outcomes from USPTO patents with 853,638 reactions. (1) The reactants are [CH3:1][C:2]([CH3:18])([CH2:7][O:8][C:9]1[C:10]([N+:15]([O-])=O)=[N:11][CH:12]=[CH:13][CH:14]=1)[C:3]([O:5][CH3:6])=[O:4]. The catalyst is CO.[Pd]. The product is [CH3:1][C:2]([CH3:18])([CH2:7][O:8][C:9]1[C:10]([NH2:15])=[N:11][CH:12]=[CH:13][CH:14]=1)[C:3]([O:5][CH3:6])=[O:4]. The yield is 1.00. (2) The reactants are [CH3:1][C:2]1([CH3:13])[CH2:12][C:5]2[S:6][C:7]([C:9]([OH:11])=O)=[CH:8][C:4]=2[CH2:3]1.[CH3:14][C:15]([NH2:18])([CH3:17])[CH3:16].C(N(CC)CC)C. The catalyst is O=S(Cl)Cl.ClCCl. The product is [C:15]([NH:18][C:9]([C:7]1[S:6][C:5]2[CH2:12][C:2]([CH3:1])([CH3:13])[CH2:3][C:4]=2[CH:8]=1)=[O:11])([CH3:17])([CH3:16])[CH3:14]. The yield is 0.970. (3) The reactants are [Cl:1][C:2]1[CH:3]=[CH:4][CH:5]=[C:6]([OH:15])[C:7]=1[C:8]1[CH:13]=[CH:12][CH:11]=[CH:10][C:9]=1[CH3:14].C(=O)([O-])[O-].[K+].[K+].[CH2:22](Br)[CH:23]=[CH2:24]. The catalyst is CN(C=O)C. The product is [CH2:24]([O:15][C:6]1[CH:5]=[CH:4][CH:3]=[C:2]([Cl:1])[C:7]=1[C:8]1[CH:13]=[CH:12][CH:11]=[CH:10][C:9]=1[CH3:14])[CH:23]=[CH2:22]. The yield is 1.00. (4) The reactants are [C:1]([O:5][C@@H:6]([C:11]1[C:40]([CH3:41])=[CH:39][C:38]2=[N:42][C:35]3=[CH:36][N:37]2[C:12]=1[N:13]1[CH2:48][CH2:47][C:16]([CH3:49])([O:17][CH2:18][CH2:19][CH2:20][CH2:21][C@H:22]([CH3:46])[O:23][C:24]2[CH:25]=[C:26]([CH3:45])[C:27]([CH3:44])=[CH:28][C:29]=2[C:30]2[CH:43]=[C:34]3[CH:33]=[CH:32][CH:31]=2)[CH2:15][CH2:14]1)[C:7]([O:9]C)=[O:8])([CH3:4])([CH3:3])[CH3:2].C(O[C@@H](C1C(C)=CC2=NC3=CN2C=1N1CCC(C)(OCC=CC[C@H](C)OC2C=C(F)C=CC=2C2C=C3C=CC=2)CC1)C(O)=O)(C)(C)C. No catalyst specified. The product is [C:1]([O:5][C@@H:6]([C:11]1[C:40]([CH3:41])=[CH:39][C:38]2=[N:42][C:35]3=[CH:36][N:37]2[C:12]=1[N:13]1[CH2:14][CH2:15][C:16]([CH3:49])([O:17][CH2:18][CH2:19][CH2:20][CH2:21][C@H:22]([CH3:46])[O:23][C:24]2[CH:25]=[C:26]([CH3:45])[C:27]([CH3:44])=[CH:28][C:29]=2[C:30]2[CH:43]=[C:34]3[CH:33]=[CH:32][CH:31]=2)[CH2:47][CH2:48]1)[C:7]([OH:9])=[O:8])([CH3:4])([CH3:2])[CH3:3]. The yield is 0.370.